From a dataset of Full USPTO retrosynthesis dataset with 1.9M reactions from patents (1976-2016). Predict the reactants needed to synthesize the given product. (1) Given the product [Cl:1][C:2]1[CH:3]=[CH:4][C:5]([C:33]([F:36])([F:34])[F:35])=[C:6]([C:8]2[CH:13]=[CH:12][N:11]([CH:14]([CH3:31])[C:15]([NH:17][C:18]3[CH:30]=[CH:29][C:21]([C:22]([OH:24])=[O:23])=[CH:20][CH:19]=3)=[O:16])[C:10](=[O:32])[CH:9]=2)[CH:7]=1, predict the reactants needed to synthesize it. The reactants are: [Cl:1][C:2]1[CH:3]=[CH:4][C:5]([C:33]([F:36])([F:35])[F:34])=[C:6]([C:8]2[CH:13]=[CH:12][N:11]([CH:14]([CH3:31])[C:15]([NH:17][C:18]3[CH:30]=[CH:29][C:21]([C:22]([O:24]C(C)(C)C)=[O:23])=[CH:20][CH:19]=3)=[O:16])[C:10](=[O:32])[CH:9]=2)[CH:7]=1.C(O)(C(F)(F)F)=O. (2) Given the product [C:32]([C:36]1[CH:37]=[C:38]2[C:43](=[C:44]([F:46])[CH:45]=1)[C:42](=[O:47])[N:41]([C:2]1[CH:3]=[C:4]([N:8]3[CH:12]=[C:11]([C:13]([NH2:14])=[O:49])[C:10]([NH:15][C:16]4[CH:21]=[CH:20][C:19]([C:22]([N:24]5[CH2:29][CH2:28][O:27][CH2:26][CH2:25]5)=[O:23])=[CH:18][CH:17]=4)=[N:9]3)[CH:5]=[CH:6][CH:7]=1)[N:40]=[CH:39]2)([CH3:35])([CH3:33])[CH3:34], predict the reactants needed to synthesize it. The reactants are: Br[C:2]1[C:3](C=O)=[C:4]([N:8]2[CH:12]=[C:11]([C:13]#[N:14])[C:10]([NH:15][C:16]3[CH:21]=[CH:20][C:19]([C:22]([N:24]4[CH2:29][CH2:28][O:27][CH2:26][CH2:25]4)=[O:23])=[CH:18][CH:17]=3)=[N:9]2)[CH:5]=[CH:6][CH:7]=1.[C:32]([C:36]1[CH:37]=[C:38]2[C:43](=[C:44]([F:46])[CH:45]=1)[C:42](=[O:47])[NH:41][N:40]=[CH:39]2)([CH3:35])([CH3:34])[CH3:33].C(=O)(O)[O-:49].[Na+].